Dataset: Forward reaction prediction with 1.9M reactions from USPTO patents (1976-2016). Task: Predict the product of the given reaction. (1) Given the reactants Br[CH2:2][C:3]1[C:12]([Cl:13])=[N:11][CH:10]=[CH:9][C:4]=1[C:5]([O:7]C)=O.Cl.[F:15][C:16]([F:31])([CH:28]([F:30])[F:29])[CH2:17][O:18][C:19]1[N:24]=[CH:23][C:22]([CH:25]([NH2:27])[CH3:26])=[CH:21][CH:20]=1.C(=O)(O)[O-].[Na+], predict the reaction product. The product is: [Cl:13][C:12]1[C:3]2[CH2:2][N:27]([CH:25]([C:22]3[CH:23]=[N:24][C:19]([O:18][CH2:17][C:16]([F:31])([F:15])[CH:28]([F:30])[F:29])=[CH:20][CH:21]=3)[CH3:26])[C:5](=[O:7])[C:4]=2[CH:9]=[CH:10][N:11]=1. (2) Given the reactants [CH3:1][C:2]1[C:8](=[O:9])[NH:7][C:5](=[O:6])[N:4]([C@@H:10]2[O:14][C@H:13]([CH2:15][OH:16])[C@@H:12]([N:17]=[N+:18]=[N-:19])[CH2:11]2)[CH:3]=1.[C:20](Cl)(=[O:25])[CH2:21][C:22](Cl)=[O:23].[OH2:27], predict the reaction product. The product is: [CH3:1][C:2]1[C:8](=[O:9])[NH:7][C:5](=[O:6])[N:4]([C@@H:10]2[O:14][C@H:13]([CH2:15][OH:16])[C@@H:12]([N:17]=[N+:18]=[N-:19])[CH2:11]2)[CH:3]=1.[C:20]([OH:25])(=[O:6])[CH2:21][C:22]([OH:23])=[O:27]. (3) The product is: [CH3:19][O:20][C:21]1[CH:26]=[CH:25][C:24]([C:2]2[CH:3]=[C:4]([N:8]3[CH2:16][CH:15]4[CH2:17][N:11]5[CH2:12][CH:13]([CH2:18][CH:9]3[CH2:10]5)[CH2:14]4)[CH:5]=[N:6][CH:7]=2)=[CH:23][CH:22]=1. Given the reactants Br[C:2]1[CH:3]=[C:4]([N:8]2[CH2:16][CH:15]3[CH2:17][N:11]4[CH2:12][CH:13]([CH2:18][CH:9]2[CH2:10]4)[CH2:14]3)[CH:5]=[N:6][CH:7]=1.[CH3:19][O:20][C:21]1[CH:26]=[CH:25][C:24](B(O)O)=[CH:23][CH:22]=1, predict the reaction product. (4) Given the reactants FC(F)(F)C(O)=O.[S:8]1[C:12]2[CH:13]=[CH:14][CH:15]=[CH:16][C:11]=2[N:10]=[C:9]1[NH:17][C:18](=[O:31])[C:19]1[CH:24]=[CH:23][C:22]([N:25]2[CH2:30][CH2:29][NH:28][CH2:27][CH2:26]2)=[CH:21][CH:20]=1.[C:32]1(=[O:42])[C:36]2([CH2:40][CH2:39][CH2:38][CH2:37]2)[CH2:35][C:34](=[O:41])[O:33]1.C(N(CC)CC)C, predict the reaction product. The product is: [S:8]1[C:12]2[CH:13]=[CH:14][CH:15]=[CH:16][C:11]=2[N:10]=[C:9]1[NH:17][C:18]([C:19]1[CH:24]=[CH:23][C:22]([N:25]2[CH2:26][CH2:27][N:28]([C:34](=[O:41])[CH2:35][C:36]3([C:32]([OH:42])=[O:33])[CH2:40][CH2:39][CH2:38][CH2:37]3)[CH2:29][CH2:30]2)=[CH:21][CH:20]=1)=[O:31]. (5) Given the reactants [NH2:1][C:2]1[CH:3]=[C:4]([C:8]2[C:16]3[O:15][C:14]([C:17]([NH:19][C@@H:20]4[CH:25]5[CH2:26][CH2:27][N:22]([CH2:23][CH2:24]5)[CH2:21]4)=[O:18])=[CH:13][C:12]=3[CH:11]=[CH:10][CH:9]=2)[CH:5]=[CH:6][CH:7]=1.[CH3:28][O:29][CH2:30][C:31]([Cl:33])=[O:32].C(N(CC)CC)C.O, predict the reaction product. The product is: [ClH:33].[N:22]12[CH2:23][CH2:24][CH:25]([CH2:26][CH2:27]1)[C@@H:20]([NH:19][C:17]([C:14]1[O:15][C:16]3[C:8]([C:4]4[CH:5]=[CH:6][CH:7]=[C:2]([NH:1][C:31](=[O:32])[CH2:30][O:29][CH3:28])[CH:3]=4)=[CH:9][CH:10]=[CH:11][C:12]=3[CH:13]=1)=[O:18])[CH2:21]2. (6) Given the reactants [CH2:1]([O:5][CH:6]([CH2:14][C:15]1[CH:20]=[CH:19][C:18]([OH:21])=[CH:17][CH:16]=1)[C:7]([O:9][CH2:10][CH2:11][CH2:12][CH3:13])=[O:8])[CH2:2][CH2:3][CH3:4].CC(C)=O, predict the reaction product. The product is: [CH2:1]([O:5][CH:6]([CH2:14][C:15]1[CH:16]=[CH:17][C:18]([OH:21])=[CH:19][CH:20]=1)[C:7]([OH:9])=[O:8])[CH2:2][CH2:3][CH3:4].[CH2:1]([O:5][C@H:6]([CH2:14][C:15]1[CH:16]=[CH:17][C:18]([OH:21])=[CH:19][CH:20]=1)[C:7]([O:9][CH2:10][CH2:11][CH2:12][CH3:13])=[O:8])[CH2:2][CH2:3][CH3:4]. (7) Given the reactants [CH2:1]([O:8][CH2:9][CH2:10][CH2:11][O:12][C:13]1[CH:18]=[CH:17][C:16]([CH:19]2[CH:24]([O:25][CH2:26][C:27]3[CH:36]=[CH:35][C:34]4[C:29](=[CH:30][CH:31]=[CH:32][CH:33]=4)[CH:28]=3)[CH2:23][N:22]([C:37]([O:39][C:40]([CH3:43])([CH3:42])[CH3:41])=[O:38])[CH2:21][CH:20]2[CH2:44][OH:45])=[CH:15][CH:14]=1)[C:2]1[CH:7]=[CH:6][CH:5]=[CH:4][CH:3]=1.[S:46](Cl)([CH3:49])(=[O:48])=[O:47], predict the reaction product. The product is: [CH2:1]([O:8][CH2:9][CH2:10][CH2:11][O:12][C:13]1[CH:14]=[CH:15][C:16]([CH:19]2[CH:24]([O:25][CH2:26][C:27]3[CH:36]=[CH:35][C:34]4[C:29](=[CH:30][CH:31]=[CH:32][CH:33]=4)[CH:28]=3)[CH2:23][N:22]([C:37]([O:39][C:40]([CH3:42])([CH3:41])[CH3:43])=[O:38])[CH2:21][CH:20]2[CH2:44][O:45][S:46]([CH3:49])(=[O:48])=[O:47])=[CH:17][CH:18]=1)[C:2]1[CH:3]=[CH:4][CH:5]=[CH:6][CH:7]=1.